Dataset: Forward reaction prediction with 1.9M reactions from USPTO patents (1976-2016). Task: Predict the product of the given reaction. Given the reactants [CH3:1][C:2]1([C:7]2[O:11][C:10]([CH2:12][N:13]3[CH:17]=[C:16]([NH2:18])[CH:15]=[N:14]3)=[CH:9][CH:8]=2)[O:6]CCO1.[F:19][C:20]([F:36])([F:35])[C:21]1[CH:22]=[C:23]([C:27]2[S:31][CH:30]=[N:29][C:28]=2[C:32](O)=[O:33])[CH:24]=[CH:25][CH:26]=1, predict the reaction product. The product is: [C:2]([C:7]1[O:11][C:10]([CH2:12][N:13]2[CH:17]=[C:16]([NH:18][C:32]([C:28]3[N:29]=[CH:30][S:31][C:27]=3[C:23]3[CH:24]=[CH:25][CH:26]=[C:21]([C:20]([F:36])([F:19])[F:35])[CH:22]=3)=[O:33])[CH:15]=[N:14]2)=[CH:9][CH:8]=1)(=[O:6])[CH3:1].